From a dataset of Reaction yield outcomes from USPTO patents with 853,638 reactions. Predict the reaction yield, written as a fraction of the theoretical maximum amount of product (1.0 means a 100% yield; for example, 0.34 means a 34% yield). (1) The reactants are [CH2:1]([C:5]1[N:10]=[C:9]([CH3:11])[N:8]([C:12]2[CH:13]=[C:14]3[C:18](=[CH:19][CH:20]=2)[CH:17]([OH:21])[CH2:16][CH2:15]3)[C:7](=[O:22])[C:6]=1[CH2:23][C:24]1[CH:29]=[CH:28][C:27]([C:30]2[CH:35]=[CH:34][CH:33]=[CH:32][C:31]=2[C:36]2[NH:40][C:39](=[O:41])[O:38][N:37]=2)=[CH:26][CH:25]=1)[CH2:2][CH2:3][CH3:4].CC(OI1(OC(C)=O)(OC(C)=O)OC(=O)C2C1=CC=CC=2)=O.C(OCC)(=O)C.S([O-])([O-])(=O)=S.[Na+].[Na+]. The catalyst is C(#N)C.O. The product is [CH2:1]([C:5]1[N:10]=[C:9]([CH3:11])[N:8]([C:12]2[CH:13]=[C:14]3[C:18](=[CH:19][CH:20]=2)[C:17](=[O:21])[CH2:16][CH2:15]3)[C:7](=[O:22])[C:6]=1[CH2:23][C:24]1[CH:29]=[CH:28][C:27]([C:30]2[CH:35]=[CH:34][CH:33]=[CH:32][C:31]=2[C:36]2[NH:40][C:39](=[O:41])[O:38][N:37]=2)=[CH:26][CH:25]=1)[CH2:2][CH2:3][CH3:4]. The yield is 0.490. (2) The reactants are [N:1]1[CH:6]=[CH:5][CH:4]=[CH:3][C:2]=1[N:7]([CH2:31][C:32]([O:34][CH2:35][CH3:36])=[O:33])[C:8]([C:10]1[CH:30]=[CH:29][C:13]2[N:14]([CH3:28])[C:15]([CH2:17][N:18]([C:20]3[CH:25]=[CH:24][C:23]([C:26]#[N:27])=[CH:22][CH:21]=3)[CH3:19])=[N:16][C:12]=2[CH:11]=1)=[O:9].[ClH:37].C(=O)([O-])[O-].[NH4+:42].[NH4+]. The catalyst is C(O)C. The product is [ClH:37].[N:1]1[CH:6]=[CH:5][CH:4]=[CH:3][C:2]=1[N:7]([CH2:31][C:32]([O:34][CH2:35][CH3:36])=[O:33])[C:8]([C:10]1[CH:30]=[CH:29][C:13]2[N:14]([CH3:28])[C:15]([CH2:17][N:18]([C:20]3[CH:25]=[CH:24][C:23]([C:26](=[NH:42])[NH2:27])=[CH:22][CH:21]=3)[CH3:19])=[N:16][C:12]=2[CH:11]=1)=[O:9]. The yield is 0.540. (3) The reactants are [H-].[Al+3].[Li+].[H-].[H-].[H-].[I:7][C:8]1[CH:9]=[C:10]2[C:14](=[CH:15][CH:16]=1)[N:13]([CH:17]1[CH2:22][CH2:21][CH2:20][CH2:19][O:18]1)[N:12]=[C:11]2[C:23](N(OC)C)=[O:24]. The catalyst is C1COCC1. The product is [I:7][C:8]1[CH:9]=[C:10]2[C:14](=[CH:15][CH:16]=1)[N:13]([CH:17]1[CH2:22][CH2:21][CH2:20][CH2:19][O:18]1)[N:12]=[C:11]2[CH:23]=[O:24]. The yield is 0.720. (4) The reactants are [Br:1][C:2]1[CH:3]=[C:4]2[C:10]3([CH2:15][CH2:14][N:13](C#N)[CH2:12][CH2:11]3)[C:9](=[O:18])[NH:8][C:5]2=[CH:6][CH:7]=1.[OH-].[Na+]. The catalyst is C(O)CO.C(Cl)Cl. The product is [Br:1][C:2]1[CH:3]=[C:4]2[C:10]3([CH2:11][CH2:12][NH:13][CH2:14][CH2:15]3)[C:9](=[O:18])[NH:8][C:5]2=[CH:6][CH:7]=1. The yield is 0.600. (5) The reactants are [CH3:1][C:2]1[CH:3]=[C:4]([OH:25])[CH:5]=[CH:6][C:7]=1[CH:8]1[S:14][CH2:13][CH2:12][NH:11][C:10]2[N:15]([CH3:24])[N:16]=[C:17]([C:18]3[CH:23]=[CH:22][CH:21]=[CH:20][N:19]=3)[C:9]1=2.[N:26]1[CH:31]=[CH:30][CH:29]=[C:28]([CH2:32]O)[CH:27]=1.C1(P(C2C=CC=CC=2)C2C=CC=CC=2)C=CC=CC=1.N(C(OC(C)C)=O)=NC(OC(C)C)=O. The catalyst is C1COCC1. The product is [CH3:24][N:15]1[C:10]2[NH:11][CH2:12][CH2:13][S:14][CH:8]([C:7]3[CH:6]=[CH:5][C:4]([O:25][CH2:32][C:28]4[CH:27]=[N:26][CH:31]=[CH:30][CH:29]=4)=[CH:3][C:2]=3[CH3:1])[C:9]=2[C:17]([C:18]2[CH:23]=[CH:22][CH:21]=[CH:20][N:19]=2)=[N:16]1. The yield is 0.140.